Dataset: Reaction yield outcomes from USPTO patents with 853,638 reactions. Task: Predict the reaction yield, written as a fraction of the theoretical maximum amount of product (1.0 means a 100% yield; for example, 0.34 means a 34% yield). (1) The reactants are [Cl:1][C:2]1[CH:7]=[CH:6][C:5]([CH2:8][C:9]([NH:11][C:12]2[CH:13]=[N:14][CH:15]=[C:16]([C:18]([C:20]3[C:28]4[CH:27]=[N:26][CH:25]=[N:24][C:23]=4[NH:22][CH:21]=3)=[O:19])[CH:17]=2)=[O:10])=[CH:4][CH:3]=1.C([O-])([O-])=O.[Cs+].[Cs+].Br[CH2:36][C:37]([NH2:39])=[O:38]. The catalyst is CN(C=O)C. The product is [NH2:39][C:37](=[O:38])[CH2:36][N:22]1[C:23]2[N:24]=[CH:25][N:26]=[CH:27][C:28]=2[C:20]([C:18]([C:16]2[CH:17]=[C:12]([NH:11][C:9](=[O:10])[CH2:8][C:5]3[CH:6]=[CH:7][C:2]([Cl:1])=[CH:3][CH:4]=3)[CH:13]=[N:14][CH:15]=2)=[O:19])=[CH:21]1. The yield is 0.590. (2) The reactants are [CH:1]([N:4]([CH:7]([CH3:9])C)CC)([CH3:3])C.[C:10](=[O:13])([O-:12])[O-].[Cs+].[Cs+].[C:16]([O:20][C:21](=[O:24])[CH2:22]Br)([CH3:19])([CH3:18])[CH3:17].[CH3:25]N(C)C=O. The catalyst is [Cl-].[Na+].O. The product is [CH3:25][O:12][C:10]([CH:9]1[CH2:3][CH2:1][N:4]([CH2:22][C:21]([O:20][C:16]([CH3:19])([CH3:18])[CH3:17])=[O:24])[CH2:7]1)=[O:13]. The yield is 0.970. (3) The product is [NH2:1][C:2]1[C:7]2=[C:8]([C:32]3[CH:33]=[CH:34][C:35]4[C:30]([CH:31]=3)=[N:29][N:28]([CH2:21][C:22]3[CH:27]=[CH:26][CH:25]=[CH:24][CH:23]=3)[CH:36]=4)[CH:9]=[C:10]([C:11]3[CH:16]=[CH:15][C:14]([OH:17])=[C:13]([O:18][CH3:19])[CH:12]=3)[N:6]2[N:5]=[CH:4][N:3]=1. The reactants are [NH2:1][C:2]1[C:7]2=[C:8](Br)[CH:9]=[C:10]([C:11]3[CH:16]=[CH:15][C:14]([OH:17])=[C:13]([O:18][CH3:19])[CH:12]=3)[N:6]2[N:5]=[CH:4][N:3]=1.[CH2:21]([N:28]1[CH:36]=[C:35]2[C:30]([CH:31]=[C:32](B3OC(C)(C)C(C)(C)O3)[CH:33]=[CH:34]2)=[N:29]1)[C:22]1[CH:27]=[CH:26][CH:25]=[CH:24][CH:23]=1. No catalyst specified. The yield is 0.0900. (4) The reactants are [Si]([O:8][C@@H:9]1[C@H:13]([CH3:14])[N:12]([C:15]2[CH:22]=[CH:21][C:18]([C:19]#[N:20])=[C:17]([C:23]([F:26])([F:25])[F:24])[CH:16]=2)[C:11](=[O:27])[C:10]1([CH3:29])[CH3:28])(C(C)(C)C)(C)C.[F-].C([N+](CCCC)(CCCC)CCCC)CCC.C1COCC1.O. The catalyst is C1COCC1. The product is [OH:8][C@@H:9]1[C@H:13]([CH3:14])[N:12]([C:15]2[CH:22]=[CH:21][C:18]([C:19]#[N:20])=[C:17]([C:23]([F:24])([F:25])[F:26])[CH:16]=2)[C:11](=[O:27])[C:10]1([CH3:28])[CH3:29]. The yield is 0.229. (5) The reactants are [Cl:1][C:2]1[CH:7]=[C:6]([CH:8]=[O:9])[CH:5]=[CH:4][N:3]=1.[OH-].[K+].[N+:12]([CH2:14][C:15]([N:17]1[CH2:21][CH:20]=[CH:19][CH2:18]1)=[O:16])#[C-:13]. The catalyst is CO. The product is [Cl:1][C:2]1[CH:7]=[C:6]([C@@H:8]2[O:9][CH:13]=[N:12][C@H:14]2[C:15]([N:17]2[CH2:21][CH:20]=[CH:19][CH2:18]2)=[O:16])[CH:5]=[CH:4][N:3]=1. The yield is 0.840.